Dataset: Catalyst prediction with 721,799 reactions and 888 catalyst types from USPTO. Task: Predict which catalyst facilitates the given reaction. (1) Reactant: Br[C:2]1[CH:6]=[CH:5][S:4][CH:3]=1.[CH3:7][NH:8][CH:9]=[O:10]. Product: [CH3:7][N:8]([C:2]1[CH:6]=[CH:5][S:4][CH:3]=1)[CH:9]=[O:10]. The catalyst class is: 205. (2) Reactant: Br[C:2]1[N:6]2[CH:7]=[CH:8][N:9]=[C:10]([NH:11][CH3:12])[C:5]2=[N:4][CH:3]=1. Product: [N:4]1[CH:3]=[CH:2][N:6]2[CH:7]=[CH:8][N:9]=[C:10]([NH:11][CH3:12])[C:5]=12. The catalyst class is: 19.